Task: Predict the product of the given reaction.. Dataset: Forward reaction prediction with 1.9M reactions from USPTO patents (1976-2016) (1) Given the reactants CC1(C)C(C)(C)OB([C:9]2[CH:10]=[N:11][N:12]([CH2:14][C:15]([O:17]C(C)(C)C)=O)[CH:13]=2)O1.Cl[C:24]1[C:36]2[C:35]3[C:30](=[CH:31][CH:32]=[CH:33][CH:34]=3)[C:29]([C:38]([F:41])([F:40])[F:39])([OH:37])[C:28]=2[CH:27]=[C:26]([CH3:42])[CH:25]=1.[C:43](=[O:46])([O-])O.[Na+].C1(P(C2CCCCC2)C2C=CC=CC=2C2[C:66]([O:67]C)=CC=CC=2OC)CCCCC1, predict the reaction product. The product is: [OH:67][CH2:66][C:14]([N:12]1[CH:13]=[C:9]([C:24]2[C:36]3[C:35]4[C:30](=[CH:31][CH:32]=[CH:33][CH:34]=4)[C:29]([OH:37])([C:38]([F:41])([F:40])[F:39])[C:28]=3[CH:27]=[C:26]([CH3:42])[CH:25]=2)[CH:10]=[N:11]1)([CH2:15][OH:17])[CH2:43][OH:46]. (2) Given the reactants C[O:2][C:3](=O)[CH2:4][N:5]1[CH:9]=[C:8]([B:10]2[O:14][C:13]([CH3:16])([CH3:15])[C:12]([CH3:18])([CH3:17])[O:11]2)[CH:7]=[N:6]1.BrC(O)C, predict the reaction product. The product is: [CH3:17][C:12]1([CH3:18])[C:13]([CH3:15])([CH3:16])[O:14][B:10]([C:8]2[CH:7]=[N:6][N:5]([CH2:4][CH2:3][OH:2])[CH:9]=2)[O:11]1. (3) Given the reactants [NH:1]([C:3]1[N:8]=[CH:7][N:6]=[C:5]2[N:9]([C:12]3[CH:17]=[CH:16][CH:15]=[CH:14][CH:13]=3)[N:10]=[CH:11][C:4]=12)[NH2:2].[F:18][C:19]1[CH:26]=[CH:25][C:22]([CH:23]=O)=[CH:21][CH:20]=1.C1(N2C3=NC=NC(NN=CC4C=CN=CC=4)=C3C=N2)C=CC=CC=1, predict the reaction product. The product is: [C:12]1([N:9]2[C:5]3=[N:6][CH:7]=[N:8][C:3]([NH:1][N:2]=[CH:23][C:22]4[CH:25]=[CH:26][C:19]([F:18])=[CH:20][CH:21]=4)=[C:4]3[CH:11]=[N:10]2)[CH:17]=[CH:16][CH:15]=[CH:14][CH:13]=1. (4) Given the reactants [CH3:1][O:2][C:3]([C:5]1[CH:10]([C:11]2[CH:16]=[CH:15][C:14]([C:17]#[N:18])=[CH:13][CH:12]=2)[N:9]2[C:19](=[O:31])[N:20]([CH2:22][C:23]3[CH:28]=[CH:27][C:26]([CH2:29][Br:30])=[CH:25][CH:24]=3)[N:21]=[C:8]2[N:7]([C:32]2[CH:37]=[CH:36][CH:35]=[C:34]([C:38]([F:41])([F:40])[F:39])[CH:33]=2)[C:6]=1[CH3:42])=[O:4], predict the reaction product. The product is: [Br-:30].[C:17]([C:14]1[CH:15]=[CH:16][C:11]([CH:10]2[N:9]3[C:19](=[O:31])[N:20]([CH2:22][C:23]4[CH:24]=[CH:25][C:26]([CH2:29][N+:7]([CH3:32])([CH3:8])[CH3:6])=[CH:27][CH:28]=4)[N:21]=[C:8]3[N:7]([C:32]3[CH:37]=[CH:36][CH:35]=[C:34]([C:38]([F:40])([F:39])[F:41])[CH:33]=3)[C:6]([CH3:42])=[C:5]2[C:3]([O:2][CH3:1])=[O:4])=[CH:12][CH:13]=1)#[N:18]. (5) Given the reactants [F:1][C:2]1[CH:7]=[CH:6][CH:5]=[C:4]([F:8])[C:3]=1[N:9]1[C:14]2[N:15]=[C:16]([N:29]3[CH2:34][CH2:33][CH:32]([N:35]4[CH2:40][CH2:39][CH:38]([CH3:41])[CH2:37][CH2:36]4)[CH2:31][CH2:30]3)[N:17]=[C:18]([C:19]3[CH:20]=[C:21]([CH:25]=[CH:26][C:27]=3[CH3:28])[C:22](O)=[O:23])[C:13]=2[CH:12]=[CH:11][C:10]1=[O:42].CN(C(ON1N=[N:58][C:53]2[CH:54]=[CH:55][CH:56]=CC1=2)=[N+](C)C)C.F[P-](F)(F)(F)(F)F.C(N(CC)CC)C.C1(CN)CC1, predict the reaction product. The product is: [CH:54]1([CH2:53][NH:58][C:22](=[O:23])[C:21]2[CH:25]=[CH:26][C:27]([CH3:28])=[C:19]([C:18]3[C:13]4[CH:12]=[CH:11][C:10](=[O:42])[N:9]([C:3]5[C:2]([F:1])=[CH:7][CH:6]=[CH:5][C:4]=5[F:8])[C:14]=4[N:15]=[C:16]([N:29]4[CH2:34][CH2:33][CH:32]([N:35]5[CH2:40][CH2:39][CH:38]([CH3:41])[CH2:37][CH2:36]5)[CH2:31][CH2:30]4)[N:17]=3)[CH:20]=2)[CH2:56][CH2:55]1. (6) Given the reactants Cl[C:2]1[C:3]([NH2:8])=[N:4][CH:5]=[CH:6][N:7]=1.[O:9]([C:16]1[CH:21]=[CH:20][C:19](B(O)O)=[CH:18][CH:17]=1)[C:10]1[CH:15]=[CH:14][CH:13]=[CH:12][CH:11]=1.C(=O)([O-])[O-].[Na+].[Na+].CCOC(C)=O, predict the reaction product. The product is: [O:9]([C:16]1[CH:17]=[CH:18][C:19]([C:2]2[C:3]([NH2:8])=[N:4][CH:5]=[CH:6][N:7]=2)=[CH:20][CH:21]=1)[C:10]1[CH:15]=[CH:14][CH:13]=[CH:12][CH:11]=1. (7) Given the reactants Br[C:2]1[CH:3]=[C:4]2[C:8]3=[C:9]([CH2:11][CH2:12][N:7]3[C@H:6]3[CH2:13][CH2:14][N:15](C(OC(C)(C)C)=O)[CH2:16][C@@H:5]23)[CH:10]=1.[Cl:24][C:25]1[CH:30]=[CH:29][CH:28]=[C:27]([Cl:31])[C:26]=1B(O)O, predict the reaction product. The product is: [Cl:24][C:25]1[CH:30]=[CH:29][CH:28]=[C:27]([Cl:31])[C:26]=1[C:2]1[CH:3]=[C:4]2[C:8]3=[C:9]([CH2:11][CH2:12][N:7]3[C@H:6]3[CH2:13][CH2:14][NH:15][CH2:16][C@@H:5]23)[CH:10]=1.